Dataset: Forward reaction prediction with 1.9M reactions from USPTO patents (1976-2016). Task: Predict the product of the given reaction. (1) Given the reactants CNC([C:5]1[CH:6]=[CH:7][C:8]([N:11]2[CH2:16][CH2:15][CH:14]([OH:17])[CH2:13][CH2:12]2)=[N:9][CH:10]=1)=O.[C:18]([Si:22]([CH3:25])([CH3:24])Cl)([CH3:21])([CH3:20])[CH3:19].N1C=CN=C1.[CH3:31][N:32](C)[CH:33]=[O:34], predict the reaction product. The product is: [CH3:31][NH:32][C:33]([CH:13]1[CH2:12][N:11]([C:8]2[CH:7]=[CH:6][CH:5]=[CH:10][N:9]=2)[CH2:16][CH2:15][CH:14]1[O:17][Si:22]([C:18]([CH3:21])([CH3:20])[CH3:19])([CH3:25])[CH3:24])=[O:34]. (2) Given the reactants [CH3:1][C:2]1[CH:7]=[CH:6][N:5]=[CH:4][C:3]=1[C:8]#[C:9][Si](C)(C)C.C(=O)([O-])[O-].[K+].[K+].CCOCC, predict the reaction product. The product is: [C:8]([C:3]1[CH:4]=[N:5][CH:6]=[CH:7][C:2]=1[CH3:1])#[CH:9].